The task is: Predict which catalyst facilitates the given reaction.. This data is from Catalyst prediction with 721,799 reactions and 888 catalyst types from USPTO. Reactant: [NH2:1][C:2]1[C:7]2=[CH:8][C:9]([CH:11]([OH:13])[CH3:12])=[CH:10][N:6]2[N:5]=[CH:4][N:3]=1.[CH2:14]=O.O.[NH:17]1[CH2:22][CH2:21][O:20][CH2:19][CH2:18]1. The catalyst class is: 52. Product: [NH2:1][C:2]1[C:7]2=[CH:8][C:9]([CH:11]([OH:13])[CH3:12])=[C:10]([CH2:14][N:17]3[CH2:22][CH2:21][O:20][CH2:19][CH2:18]3)[N:6]2[N:5]=[CH:4][N:3]=1.